From a dataset of Full USPTO retrosynthesis dataset with 1.9M reactions from patents (1976-2016). Predict the reactants needed to synthesize the given product. (1) Given the product [Cl:33][C:34]1[CH:35]=[CH:36][C:37]2[N:38]([C:40]([C:7]3[N:8]([S:14]([C:17]4[CH:23]=[CH:22][C:20]([CH3:21])=[CH:19][CH:18]=4)(=[O:16])=[O:15])[C:9]4[C:5]([CH:6]=3)=[CH:4][C:3]([O:2][CH3:1])=[C:11]([O:12][CH3:13])[CH:10]=4)=[CH:41][N:42]=2)[N:39]=1, predict the reactants needed to synthesize it. The reactants are: [CH3:1][O:2][C:3]1[CH:4]=[C:5]2[C:9](=[CH:10][C:11]=1[O:12][CH3:13])[N:8]([S:14]([C:17]1[CH:23]=[CH:22][C:20]([CH3:21])=[CH:19][CH:18]=1)(=[O:16])=[O:15])[C:7](B1OC(C)(C)C(C)(C)O1)=[CH:6]2.[Cl:33][C:34]1[CH:35]=[CH:36][C:37]2[N:38]([C:40](I)=[CH:41][N:42]=2)[N:39]=1.C(=O)([O-])[O-].[Na+].[Na+]. (2) Given the product [ClH:78].[NH2:36][C:37]1([C:41]2[CH:42]=[CH:43][C:44]([C:47]3[C:48](=[O:69])[C:49]4[C:54]([O:55][C:56]=3[C:57]3[CH:62]=[CH:61][CH:60]=[CH:59][CH:58]=3)=[C:53]3[N:63]([CH2:66][CH2:67][OH:68])[N:64]=[CH:65][C:52]3=[CH:51][CH:50]=4)=[CH:45][CH:46]=2)[CH2:40][CH2:39][CH2:38]1, predict the reactants needed to synthesize it. The reactants are: NC1(C2C=CC(C3C(=O)C4C(=CC=C(F)C=4)OC=3C3C=CC=CC=3)=CC=2)CCC1.C(OC(=O)[NH:36][C:37]1([C:41]2[CH:46]=[CH:45][C:44]([C:47]3[C:48](=[O:69])[C:49]4[C:54]([O:55][C:56]=3[C:57]3[CH:62]=[CH:61][CH:60]=[CH:59][CH:58]=3)=[C:53]3[N:63]([CH2:66][CH2:67][OH:68])[N:64]=[CH:65][C:52]3=[CH:51][CH:50]=4)=[CH:43][CH:42]=2)[CH2:40][CH2:39][CH2:38]1)(C)(C)C.C(O)(C(F)(F)F)=O.[ClH:78].